This data is from Catalyst prediction with 721,799 reactions and 888 catalyst types from USPTO. The task is: Predict which catalyst facilitates the given reaction. (1) Reactant: C([OH:3])C.[OH:4][CH2:5][CH2:6][C:7]1[C:8](=[O:24])[N:9]([C:16]2[CH:23]=[CH:22][C:19]([C:20]#[N:21])=[CH:18][CH:17]=2)[CH:10]2[C:15]=1[CH2:14][CH2:13][CH2:12][CH2:11]2.[OH-].[Na+].OO. Product: [OH:4][CH2:5][CH2:6][C:7]1[C:8](=[O:24])[N:9]([C:16]2[CH:23]=[CH:22][C:19]([C:20]([NH2:21])=[O:3])=[CH:18][CH:17]=2)[CH:10]2[C:15]=1[CH2:14][CH2:13][CH2:12][CH2:11]2. The catalyst class is: 16. (2) Reactant: [CH3:1][O:2][C:3]1[CH:8]=[CH:7][C:6]([C:9]2[CH:13]=[C:12]([CH:14]=O)[NH:11][N:10]=2)=[CH:5][CH:4]=1.[Cl:16][C:17]1[CH:18]=[C:19]([NH2:25])[C:20]([NH2:24])=[CH:21][C:22]=1[Cl:23]. Product: [Cl:16][C:17]1[C:22]([Cl:23])=[CH:21][C:20]2[NH:24][C:14]([C:12]3[NH:11][N:10]=[C:9]([C:6]4[CH:7]=[CH:8][C:3]([O:2][CH3:1])=[CH:4][CH:5]=4)[CH:13]=3)=[N:25][C:19]=2[CH:18]=1. The catalyst class is: 8.